The task is: Predict the product of the given reaction.. This data is from Forward reaction prediction with 1.9M reactions from USPTO patents (1976-2016). (1) Given the reactants [C:1]([C:4]1[S:8][C:7]([C:9]2[CH:14]=[CH:13][N:12]=[C:11]([F:15])[CH:10]=2)=[C:6]([C:16]#[N:17])[C:5]=1[C:18]1[CH:23]=[CH:22][C:21]([Cl:24])=[CH:20][C:19]=1[Cl:25])(=[O:3])[CH3:2].OI(C1C=CC=CC=1)[O:28][S:29]([C:32]1[CH:38]=[CH:37][C:35]([CH3:36])=[CH:34][CH:33]=1)(=[O:31])=[O:30].C(#N)C, predict the reaction product. The product is: [CH3:36][C:35]1[CH:34]=[CH:33][C:32]([S:29]([O:31][CH2:2][C:1]([C:4]2[S:8][C:7]([C:9]3[CH:14]=[CH:13][N:12]=[C:11]([F:15])[CH:10]=3)=[C:6]([C:16]#[N:17])[C:5]=2[C:18]2[CH:23]=[CH:22][C:21]([Cl:24])=[CH:20][C:19]=2[Cl:25])=[O:3])(=[O:30])=[O:28])=[CH:38][CH:37]=1. (2) The product is: [CH2:6]([N:8]([CH2:9][CH:10]1[CH2:11][O:13]1)[C:14]1[CH:19]=[CH:18][CH:17]=[CH:16][CH:15]=1)[CH3:7]. Given the reactants CS(Cl)(=O)=O.[CH2:6]([N:8]([C:14]1[CH:19]=[CH:18][CH:17]=[CH:16][CH:15]=1)[CH2:9][CH:10]([OH:13])[CH2:11]O)[CH3:7].C[O-].[Na+], predict the reaction product. (3) Given the reactants [C:1]([O:10]C)(=O)[C:2]1[C:3](=[CH:5][CH:6]=[CH:7][CH:8]=1)[SH:4].[NH:12]1[CH:16]=[CH:15][CH:14]=[C:13]1[C:17]#[N:18].C(N(CC)CC)C, predict the reaction product. The product is: [NH:12]1[CH:16]=[CH:15][CH:14]=[C:13]1[C:17]1[S:4][C:3]2[CH:5]=[CH:6][CH:7]=[CH:8][C:2]=2[C:1](=[O:10])[N:18]=1. (4) Given the reactants [CH3:1][C:2]1[C:10]2[C:5](=[CH:6][CH:7]=[C:8]([CH3:31])[C:9]=2[C:11]2[N:12]=[C:13]([N:21]3[CH2:26][CH2:25][C@@H:24]([O:27][CH3:28])[C:23]([CH3:30])([CH3:29])[CH2:22]3)[C:14]3[CH2:20][NH:19][CH2:18][CH2:17][C:15]=3[N:16]=2)[N:4]([S:32]([C:35]2[CH:41]=[CH:40][C:38]([CH3:39])=[CH:37][CH:36]=2)(=[O:34])=[O:33])[N:3]=1.Cl[C:43]1[N:47]([CH3:48])[N:46]=[C:45]([CH:49]([F:51])[F:50])[C:44]=1[CH:52]=[O:53].[F-].[Cs+], predict the reaction product. The product is: [F:51][CH:49]([F:50])[C:45]1[C:44]([CH:52]=[O:53])=[C:43]([N:19]2[CH2:18][CH2:17][C:15]3[N:16]=[C:11]([C:9]4[C:8]([CH3:31])=[CH:7][CH:6]=[C:5]5[C:10]=4[C:2]([CH3:1])=[N:3][N:4]5[S:32]([C:35]4[CH:41]=[CH:40][C:38]([CH3:39])=[CH:37][CH:36]=4)(=[O:33])=[O:34])[N:12]=[C:13]([N:21]4[CH2:26][CH2:25][C@@H:24]([O:27][CH3:28])[C:23]([CH3:30])([CH3:29])[CH2:22]4)[C:14]=3[CH2:20]2)[N:47]([CH3:48])[N:46]=1. (5) Given the reactants [Cl:1][C:2]1[CH:3]=[C:4]([CH:7]=[CH:8][C:9]=1[CH2:10][C:11]([OH:29])([C:25]([F:28])([F:27])[F:26])[CH2:12][C:13]([C:16]1[CH:21]=[C:20]([F:22])[CH:19]=[CH:18][C:17]=1[O:23][CH3:24])([CH3:15])[CH3:14])[CH:5]=[O:6].[H-].[Al+3].[Li+].[H-].[H-].[H-], predict the reaction product. The product is: [Cl:1][C:2]1[CH:3]=[C:4]([CH2:5][OH:6])[CH:7]=[CH:8][C:9]=1[CH2:10][C:11]([OH:29])([CH2:12][C:13]([C:16]1[CH:21]=[C:20]([F:22])[CH:19]=[CH:18][C:17]=1[O:23][CH3:24])([CH3:15])[CH3:14])[C:25]([F:28])([F:27])[F:26]. (6) Given the reactants [CH3:1][C:2]1[C:3]([C:28]2[CH:33]=[CH:32][C:31]([O:34][CH3:35])=[CH:30][CH:29]=2)=[C:4]([O:14][C:15]2[CH:20]=[CH:19][C:18](/[CH:21]=[CH:22]/[C:23]([O:25]CC)=[O:24])=[CH:17][CH:16]=2)[C:5]2[C:10]([CH:11]=1)=[CH:9][C:8]([O:12][CH3:13])=[CH:7][CH:6]=2.[OH-].[Na+], predict the reaction product. The product is: [CH3:1][C:2]1[C:3]([C:28]2[CH:29]=[CH:30][C:31]([O:34][CH3:35])=[CH:32][CH:33]=2)=[C:4]([O:14][C:15]2[CH:16]=[CH:17][C:18](/[CH:21]=[CH:22]/[C:23]([OH:25])=[O:24])=[CH:19][CH:20]=2)[C:5]2[C:10]([CH:11]=1)=[CH:9][C:8]([O:12][CH3:13])=[CH:7][CH:6]=2. (7) Given the reactants [Cl:1][C:2]1[CH:7]=[CH:6][C:5]([SH:8])=[CH:4][CH:3]=1.C([O-])([O-])=O.[K+].[K+].Br[CH2:16][CH:17]([O:21][CH2:22][CH3:23])[O:18][CH2:19][CH3:20], predict the reaction product. The product is: [Cl:1][C:2]1[CH:7]=[CH:6][C:5]([S:8][CH2:16][CH:17]([O:21][CH2:22][CH3:23])[O:18][CH2:19][CH3:20])=[CH:4][CH:3]=1. (8) Given the reactants [C:1]([O:5][C:6]([O:8][C:9]1[CH:17]=[CH:16][C:15]([N:18]([CH2:23][CH:24]2[CH2:26][CH2:25]2)[S:19]([CH3:22])(=[O:21])=[O:20])=[CH:14][C:10]=1[C:11]([OH:13])=[O:12])=[O:7])([CH3:4])([CH3:3])[CH3:2].O[CH2:28][C:29]([O:31][CH2:32][C:33]1[CH:38]=[CH:37][CH:36]=[CH:35][CH:34]=1)=[O:30].C(Cl)CCl, predict the reaction product. The product is: [C:1]([O:5][C:6]([O:8][C:9]1[CH:17]=[CH:16][C:15]([N:18]([CH2:23][CH:24]2[CH2:25][CH2:26]2)[S:19]([CH3:22])(=[O:21])=[O:20])=[CH:14][C:10]=1[C:11]([O:13][CH2:28][C:29]([O:31][CH2:32][C:33]1[CH:38]=[CH:37][CH:36]=[CH:35][CH:34]=1)=[O:30])=[O:12])=[O:7])([CH3:4])([CH3:2])[CH3:3].